From a dataset of Choline transporter screen with 302,306 compounds. Binary Classification. Given a drug SMILES string, predict its activity (active/inactive) in a high-throughput screening assay against a specified biological target. (1) The drug is O1C(CCC1)CNC(=O)c1ccc(NC(=O)C2C(CC=CC2)C(O)=O)cc1. The result is 0 (inactive). (2) The molecule is S(=O)(=O)(CC=1NC(=O)NC(C1C(OCC)=O)c1cc(OC)c(O)cc1)c1ccc(cc1)C. The result is 0 (inactive). (3) The molecule is Fc1ccc(CN2CCNC2=O)cc1. The result is 0 (inactive).